From a dataset of Reaction yield outcomes from USPTO patents with 853,638 reactions. Predict the reaction yield, written as a fraction of the theoretical maximum amount of product (1.0 means a 100% yield; for example, 0.34 means a 34% yield). The reactants are [CH2:1]([C:8]1[N:9]([CH2:20][C:21]2[CH:26]=[CH:25][C:24]([C:27]3[CH:32]=[CH:31][CH:30]=[CH:29][CH:28]=3)=[CH:23][CH:22]=2)[N:10]=[C:11]2[C:16]=1[C:15](=[O:17])[N:14]([CH3:18])[C:13](Cl)=[N:12]2)[C:2]1[CH:7]=[CH:6][CH:5]=[CH:4][CH:3]=1.[NH2:33][C:34]([CH3:38])([CH3:37])[CH2:35][OH:36]. The catalyst is CN(C=O)C. The product is [CH2:1]([C:8]1[N:9]([CH2:20][C:21]2[CH:26]=[CH:25][C:24]([C:27]3[CH:32]=[CH:31][CH:30]=[CH:29][CH:28]=3)=[CH:23][CH:22]=2)[N:10]=[C:11]2[C:16]=1[C:15](=[O:17])[N:14]([CH3:18])[C:13](=[N:33][C:34]([CH3:38])([CH3:37])[CH2:35][OH:36])[NH:12]2)[C:2]1[CH:7]=[CH:6][CH:5]=[CH:4][CH:3]=1. The yield is 0.520.